Dataset: Retrosynthesis with 50K atom-mapped reactions and 10 reaction types from USPTO. Task: Predict the reactants needed to synthesize the given product. Given the product Nc1nnc2ccc(OC3CCC3)nn12, predict the reactants needed to synthesize it. The reactants are: Nc1nnc2ccc(Cl)nn12.OC1CCC1.